Dataset: Reaction yield outcomes from USPTO patents with 853,638 reactions. Task: Predict the reaction yield, written as a fraction of the theoretical maximum amount of product (1.0 means a 100% yield; for example, 0.34 means a 34% yield). The reactants are [CH2:1]([NH:3][C:4]1[C:9]2[C:10]([C:22]3[CH:27]=[CH:26][CH:25]=[CH:24][N:23]=3)=[N:11][N:12](CC3C=CC(OC)=CC=3)[C:8]=2[CH:7]=[CH:6][N:5]=1)[CH3:2].C(NC1C2C([Sn](C)(C)C)=NN(CC3C=CC(OC)=CC=3)C=2C=CN=1)C.BrC1C=CC=CN=1.[Li+].[Cl-]. The catalyst is [Cu]I.C1C=CC([P]([Pd]([P](C2C=CC=CC=2)(C2C=CC=CC=2)C2C=CC=CC=2)([P](C2C=CC=CC=2)(C2C=CC=CC=2)C2C=CC=CC=2)[P](C2C=CC=CC=2)(C2C=CC=CC=2)C2C=CC=CC=2)(C2C=CC=CC=2)C2C=CC=CC=2)=CC=1.C1COCC1. The product is [CH2:1]([NH:3][C:4]1[C:9]2[C:10]([C:22]3[CH:27]=[CH:26][CH:25]=[CH:24][N:23]=3)=[N:11][NH:12][C:8]=2[CH:7]=[CH:6][N:5]=1)[CH3:2]. The yield is 0.910.